Task: Predict the product of the given reaction.. Dataset: Forward reaction prediction with 1.9M reactions from USPTO patents (1976-2016) (1) Given the reactants Cl[C:2](Cl)([O:4]C(=O)OC(Cl)(Cl)Cl)Cl.[CH3:13][O:14][C:15]([C@H:17]1[CH2:22][CH2:21][C@H:20]([CH2:23][NH:24][C:25](=[O:34])[CH2:26][C:27]2[CH:32]=[CH:31][CH:30]=[CH:29][C:28]=2[NH2:33])[CH2:19][CH2:18]1)=[O:16], predict the reaction product. The product is: [CH3:13][O:14][C:15]([C@H:17]1[CH2:22][CH2:21][C@H:20]([CH2:23][N:24]2[C:25](=[O:34])[CH2:26][C:27]3[CH:32]=[CH:31][CH:30]=[CH:29][C:28]=3[NH:33][C:2]2=[O:4])[CH2:19][CH2:18]1)=[O:16]. (2) Given the reactants [CH2:1]([O:3][P:4]([CH2:9][C:10]1[CH:19]=[CH:18][C:13]([C:14]([O:16]C)=[O:15])=[CH:12][N:11]=1)([O:6][CH2:7][CH3:8])=[O:5])[CH3:2].C1COCC1.[Li+].[OH-], predict the reaction product. The product is: [CH2:1]([O:3][P:4]([CH2:9][C:10]1[CH:19]=[CH:18][C:13]([C:14]([OH:16])=[O:15])=[CH:12][N:11]=1)([O:6][CH2:7][CH3:8])=[O:5])[CH3:2]. (3) Given the reactants [CH3:1][O:2][C:3]1[CH:4]=[C:5]([CH2:11][CH2:12][NH2:13])[CH:6]=[CH:7][C:8]=1[O:9][CH3:10].[CH3:14][C:15]1[O:19][C:18]([CH:20]=O)=[CH:17][CH:16]=1.[BH4-].[Na+], predict the reaction product. The product is: [CH3:1][O:2][C:3]1[CH:4]=[C:5]([CH2:11][CH2:12][NH:13][CH2:20][C:18]2[O:19][C:15]([CH3:14])=[CH:16][CH:17]=2)[CH:6]=[CH:7][C:8]=1[O:9][CH3:10].